Predict the product of the given reaction. From a dataset of Forward reaction prediction with 1.9M reactions from USPTO patents (1976-2016). (1) Given the reactants [F:1][C:2]1[CH:31]=[CH:30][CH:29]=[C:28]([F:32])[C:3]=1[C:4]([NH:6][C:7](=[O:27])[N:8]([C:10]1[CH:15]=[CH:14][C:13]([S:16][C:17]([F:25])([F:24])[CH:18]([F:23])[C:19]([F:22])([F:21])[F:20])=[CH:12][C:11]=1[F:26])[CH3:9])=[O:5].[CH3:33]I.[H-].[Na+].O, predict the reaction product. The product is: [F:1][C:2]1[CH:31]=[CH:30][CH:29]=[C:28]([F:32])[C:3]=1[C:4]([N:6]([CH3:33])[C:7]([N:8]([C:10]1[CH:15]=[CH:14][C:13]([S:16][C:17]([F:24])([F:25])[CH:18]([F:23])[C:19]([F:21])([F:22])[F:20])=[CH:12][C:11]=1[F:26])[CH3:9])=[O:27])=[O:5]. (2) Given the reactants [NH2:1][C:2]1[CH:7]=[CH:6][C:5]([C:8](=[O:29])[CH2:9][N:10]2[C:14](=[O:15])[C:13]([C:22]3[CH:27]=[CH:26][CH:25]=[CH:24][CH:23]=3)([C:16]3[CH:21]=[CH:20][CH:19]=[CH:18][CH:17]=3)[N:12]=[C:11]2[CH3:28])=[CH:4][CH:3]=1.[CH3:30][O:31][C:32]1[CH:40]=[CH:39][CH:38]=[CH:37][C:33]=1[C:34](Cl)=[O:35], predict the reaction product. The product is: [CH3:30][O:31][C:32]1[CH:40]=[CH:39][CH:38]=[CH:37][C:33]=1[C:34]([NH:1][C:2]1[CH:3]=[CH:4][C:5]([C:8](=[O:29])[CH2:9][N:10]2[C:14](=[O:15])[C:13]([C:22]3[CH:23]=[CH:24][CH:25]=[CH:26][CH:27]=3)([C:16]3[CH:21]=[CH:20][CH:19]=[CH:18][CH:17]=3)[N:12]=[C:11]2[CH3:28])=[CH:6][CH:7]=1)=[O:35]. (3) Given the reactants [F:1][C:2]1[CH:3]=[C:4]([CH:29]=[C:30]([N:32]2[CH2:37][CH2:36][O:35][CH2:34][CH2:33]2)[CH:31]=1)[C:5]([NH:7][C:8]1[C:17]2[C:12](=[CH:13][CH:14]=[CH:15][CH:16]=2)[C:11]([O:18][C:19]2[CH:24]=[CH:23][N:22]=[C:21](S(C)(=O)=O)[N:20]=2)=[CH:10][CH:9]=1)=[O:6].[O:38]=[S:39]1(=[O:45])[CH2:43][CH2:42][CH:41]([NH2:44])[CH2:40]1, predict the reaction product. The product is: [O:38]=[S:39]1(=[O:45])[CH2:43][CH2:42][CH:41]([NH:44][C:21]2[N:20]=[C:19]([O:18][C:11]3[C:12]4[C:17](=[CH:16][CH:15]=[CH:14][CH:13]=4)[C:8]([NH:7][C:5](=[O:6])[C:4]4[CH:29]=[C:30]([N:32]5[CH2:33][CH2:34][O:35][CH2:36][CH2:37]5)[CH:31]=[C:2]([F:1])[CH:3]=4)=[CH:9][CH:10]=3)[CH:24]=[CH:23][N:22]=2)[CH2:40]1. (4) Given the reactants [C:1]1([S:7]([N:10]2[CH2:14][CH:13]([C:15]3[CH:20]=[CH:19][CH:18]=[C:17](Br)[CH:16]=3)[N:12]([CH:22]([CH3:24])[CH3:23])[C:11]2=[O:25])(=[O:9])=[O:8])[CH:6]=[CH:5][CH:4]=[CH:3][CH:2]=1.[F:26][C:27]1[CH:28]=[CH:29][C:30]([O:36][CH3:37])=[C:31](B(O)O)[CH:32]=1.C(=O)([O-])[O-].[Na+].[Na+], predict the reaction product. The product is: [C:1]1([S:7]([N:10]2[CH2:14][CH:13]([C:15]3[CH:16]=[C:17]([C:29]4[CH:28]=[C:27]([F:26])[CH:32]=[CH:31][C:30]=4[O:36][CH3:37])[CH:18]=[CH:19][CH:20]=3)[N:12]([CH:22]([CH3:24])[CH3:23])[C:11]2=[O:25])(=[O:9])=[O:8])[CH:6]=[CH:5][CH:4]=[CH:3][CH:2]=1. (5) Given the reactants [N:1]1([CH:7]2[CH2:12][CH2:11][N:10]([C:13]3[CH:20]=[CH:19][C:16]([CH:17]=O)=[CH:15][CH:14]=3)[CH2:9][CH2:8]2)[CH2:6][CH2:5][CH2:4][CH2:3][CH2:2]1.[NH:21]1[CH2:26][CH2:25][CH2:24][CH2:23][CH2:22]1, predict the reaction product. The product is: [N:21]1([CH2:17][C:16]2[CH:19]=[CH:20][C:13]([N:10]3[CH2:11][CH2:12][CH:7]([N:1]4[CH2:6][CH2:5][CH2:4][CH2:3][CH2:2]4)[CH2:8][CH2:9]3)=[CH:14][CH:15]=2)[CH2:26][CH2:25][CH2:24][CH2:23][CH2:22]1.